Task: Predict the product of the given reaction.. Dataset: Forward reaction prediction with 1.9M reactions from USPTO patents (1976-2016) (1) Given the reactants [F:1][C:2]1[CH:7]=[CH:6][C:5]([S:8]([NH:11][C:12]2[CH:21]=[CH:20][C:19]3[CH2:18][CH2:17][CH2:16][C:15](=[O:22])[C:14]=3[C:13]=2[C:23]([OH:25])=[O:24])(=[O:10])=[O:9])=[CH:4][CH:3]=1.[BH4-].[Na+], predict the reaction product. The product is: [F:1][C:2]1[CH:7]=[CH:6][C:5]([S:8]([NH:11][C:12]2[CH:21]=[CH:20][C:19]3[CH2:18][CH2:17][CH2:16][CH:15]([OH:22])[C:14]=3[C:13]=2[C:23]([OH:25])=[O:24])(=[O:9])=[O:10])=[CH:4][CH:3]=1. (2) Given the reactants [CH3:1][C:2]([CH2:8][CH:9]([CH3:11])[CH3:10])=[C:3]1[CH:7]=[CH:6][CH:5]=[CH:4]1.[CH3:12][Li].O, predict the reaction product. The product is: [CH3:1][C:2]([C:3]1[CH2:7][CH:6]=[CH:5][CH:4]=1)([CH3:12])[CH2:8][CH:9]([CH3:11])[CH3:10]. (3) Given the reactants [OH:1][C:2]1[C:10]([Cl:11])=[CH:9][CH:8]=[CH:7][C:3]=1[C:4]([OH:6])=[O:5].[C:12](OC(=O)C)(=[O:14])[CH3:13].OS(O)(=O)=O, predict the reaction product. The product is: [C:12]([O:1][C:2]1[C:10]([Cl:11])=[CH:9][CH:8]=[CH:7][C:3]=1[C:4]([OH:6])=[O:5])(=[O:14])[CH3:13]. (4) Given the reactants [C:1]([N:5]1[C:9]([C:10]2[S:11][CH:12]=[CH:13][CH:14]=2)=[CH:8][C:7]([CH2:15][CH2:16][CH:17]=O)=[N:6]1)([CH3:4])([CH3:3])[CH3:2].[C:19]1([N:25]2[CH2:30][CH2:29][NH:28][CH2:27][CH2:26]2)[CH:24]=[CH:23][CH:22]=[CH:21][CH:20]=1.CCN(C(C)C)C(C)C.[BH-](OC(C)=O)(OC(C)=O)OC(C)=O.[Na+], predict the reaction product. The product is: [C:1]([N:5]1[C:9]([C:10]2[S:11][CH:12]=[CH:13][CH:14]=2)=[CH:8][C:7]([CH2:15][CH2:16][CH2:17][N:28]2[CH2:29][CH2:30][N:25]([C:19]3[CH:24]=[CH:23][CH:22]=[CH:21][CH:20]=3)[CH2:26][CH2:27]2)=[N:6]1)([CH3:4])([CH3:3])[CH3:2].